From a dataset of Full USPTO retrosynthesis dataset with 1.9M reactions from patents (1976-2016). Predict the reactants needed to synthesize the given product. (1) Given the product [CH2:1]([O:3][C:4](=[O:32])[CH2:5][C@H:6]([NH2:7])[C:23]1[CH:31]=[CH:30][C:26]2[CH2:27][CH2:28][O:29][C:25]=2[CH:24]=1)[CH3:2], predict the reactants needed to synthesize it. The reactants are: [CH2:1]([O:3][C:4](=[O:32])[CH2:5][C@@H:6]([C:23]1[CH:31]=[CH:30][C:26]2[CH:27]=[CH:28][O:29][C:25]=2[CH:24]=1)[N:7](CC1C=CC=CC=1)[C@@H](C1C=CC=CC=1)C)[CH3:2]. (2) Given the product [CH3:1][C:2]([CH3:37])([CH3:36])[C:3]([NH:5][C:6]1[CH:35]=[CH:34][CH:33]=[CH:32][C:7]=1[C:8]1[N:18]2[C:13]([CH:14]=[N:15][C:16]([NH:19][C:20]3[CH:25]=[C:24]([O:26][CH3:27])[C:23]([O:28][CH3:29])=[C:22]([O:30][CH3:31])[CH:21]=3)=[N:17]2)=[C:11]([CH3:12])[N:10]=1)=[O:4], predict the reactants needed to synthesize it. The reactants are: [CH3:1][C:2]([CH3:37])([CH3:36])[C:3]([NH:5][C:6]1[CH:35]=[CH:34][CH:33]=[CH:32][C:7]=1[C:8]([NH:10][CH:11]([C:13]1[N:18]=[N:17][C:16]([NH:19][C:20]2[CH:25]=[C:24]([O:26][CH3:27])[C:23]([O:28][CH3:29])=[C:22]([O:30][CH3:31])[CH:21]=2)=[N:15][CH:14]=1)[CH3:12])=O)=[O:4].P(Cl)(Cl)(Cl)=O. (3) Given the product [NH2:1][C:2]1[O:3][CH2:4][C@:5]2([N:21]=1)[C:18]1[CH:17]=[C:16]([C:26]#[C:25][CH:22]3[CH2:24][CH2:23]3)[CH:15]=[CH:14][C:13]=1[O:12][C:11]1[C:6]2=[CH:7][C:8]([OH:20])=[CH:9][CH:10]=1, predict the reactants needed to synthesize it. The reactants are: [NH2:1][C:2]1[O:3][CH2:4][C@:5]2([N:21]=1)[C:18]1[CH:17]=[C:16](Br)[CH:15]=[CH:14][C:13]=1[O:12][C:11]1[C:6]2=[CH:7][C:8]([OH:20])=[CH:9][CH:10]=1.[CH:22]1([C:25]#[CH:26])[CH2:24][CH2:23]1. (4) Given the product [CH3:25][C:26]1[CH:31]=[C:30]([CH3:32])[CH:29]=[CH:28][C:27]=1[CH:33]([C:35]1[CH:40]=[CH:39][CH:38]=[CH:37][CH:36]=1)[NH:34][C:18](=[O:20])[CH2:17][C:14]1[CH:15]=[CH:16][C:10]2[O:9][C:8]([C:6](=[O:7])[C:5]3[CH:21]=[CH:22][N:23]=[C:3]([CH3:2])[CH:4]=3)=[CH:12][C:11]=2[CH:13]=1, predict the reactants needed to synthesize it. The reactants are: Cl.[CH3:2][C:3]1[CH:4]=[C:5]([CH:21]=[CH:22][N:23]=1)[C:6]([C:8]1[O:9][C:10]2[CH:16]=[CH:15][C:14]([CH2:17][C:18]([OH:20])=O)=[CH:13][C:11]=2[CH:12]=1)=[O:7].Cl.[CH3:25][C:26]1[CH:31]=[C:30]([CH3:32])[CH:29]=[CH:28][C:27]=1[CH:33]([C:35]1[CH:40]=[CH:39][CH:38]=[CH:37][CH:36]=1)[NH2:34]. (5) Given the product [S:22]1[C:23]2[CH:29]=[CH:28][CH:27]=[CH:26][C:24]=2[N:25]=[C:21]1[C:5]1[C:6]([NH:8][C@H:9]2[C@@H:13]3[O:14][C:15]([CH3:17])([CH3:18])[O:16][C@@H:12]3[C@@H:11]([CH2:19][OH:20])[CH2:10]2)=[N:7][C:2]([NH:1][C:33]2[CH:38]=[C:37]([CH3:39])[N:36]=[C:35]([CH3:40])[CH:34]=2)=[N:3][C:4]=1[O:30][CH3:31], predict the reactants needed to synthesize it. The reactants are: [NH2:1][C:2]1[N:7]=[C:6]([NH:8][C@H:9]2[C@@H:13]3[O:14][C:15]([CH3:18])([CH3:17])[O:16][C@@H:12]3[C@@H:11]([CH2:19][OH:20])[CH2:10]2)[C:5]([C:21]2[S:22][C:23]3[CH:29]=[CH:28][CH:27]=[CH:26][C:24]=3[N:25]=2)=[C:4]([O:30][CH3:31])[N:3]=1.Br[C:33]1[CH:38]=[C:37]([CH3:39])[N:36]=[C:35]([CH3:40])[CH:34]=1.CC1(C)C2C(=C(P(C3C=CC=CC=3)C3C=CC=CC=3)C=CC=2)OC2C(P(C3C=CC=CC=3)C3C=CC=CC=3)=CC=CC1=2.[O-]C1C=CC=CC=1.[Na+]. (6) Given the product [CH3:20][C@@H:21]([OH:90])[C@@H:22]1[NH:46][C:44](=[O:45])[C@H:43]([CH2:47][CH2:48][CH2:49][CH2:50][NH2:51])[NH:42][C:40](=[O:41])[C@@H:39]([CH2:52][C:53]2[C:57]3[CH:58]=[CH:59][CH:60]=[CH:61][C:56]=3[NH:55][CH:54]=2)[NH:38][C:36](=[O:37])[C@H:35]([CH2:62][C:63]2[CH:68]=[CH:67][CH:66]=[CH:65][CH:64]=2)[NH:34][C:32](=[O:33])[C@@H:31]([NH:69][C:70]([C@H:72]([NH2:80])[CH2:73][C:74]2[CH:79]=[CH:78][CH:77]=[CH:76][CH:75]=2)=[O:71])[CH2:30][S:29][S:28][CH2:27][C@@H:26]([C:81]([NH:83][C@@H:84]([C@H:87]([OH:89])[CH3:88])[CH2:85][OH:86])=[O:82])[NH:25][C:23]1=[O:24], predict the reactants needed to synthesize it. The reactants are: C(OCC)(=O)CC(CC(OCC)=O)(C(OCC)=O)O.[CH3:20][C@@H:21]([OH:90])[C@@H:22]1[NH:46][C:44](=[O:45])[C@H:43]([CH2:47][CH2:48][CH2:49][CH2:50][NH2:51])[NH:42][C:40](=[O:41])[C@@H:39]([CH2:52][C:53]2[C:57]3[CH:58]=[CH:59][CH:60]=[CH:61][C:56]=3[NH:55][CH:54]=2)[NH:38][C:36](=[O:37])[C@H:35]([CH2:62][C:63]2[CH:64]=[CH:65][CH:66]=[CH:67][CH:68]=2)[NH:34][C:32](=[O:33])[C@@H:31]([NH:69][C:70]([C@H:72]([NH2:80])[CH2:73][C:74]2[CH:75]=[CH:76][CH:77]=[CH:78][CH:79]=2)=[O:71])[CH2:30][S:29][S:28][CH2:27][C@@H:26]([C:81]([NH:83][C@@H:84]([C@H:87]([OH:89])[CH3:88])[CH2:85][OH:86])=[O:82])[NH:25][C:23]1=[O:24].CC(O)=O. (7) Given the product [OH:4][NH:3][C:16](=[O:18])[CH2:15][CH2:10][C:9]1[CH:8]=[CH:25][CH:21]=[CH:22][CH:23]=1, predict the reactants needed to synthesize it. The reactants are: CO.[NH2:3][OH:4].[C-]#N.[K+].[C:8](O)(=O)[CH2:9][C:10]([CH2:15][C:16]([OH:18])=O)(C(O)=O)O.[CH2:21]1[CH2:25]O[CH2:23][CH2:22]1.